From a dataset of Reaction yield outcomes from USPTO patents with 853,638 reactions. Predict the reaction yield, written as a fraction of the theoretical maximum amount of product (1.0 means a 100% yield; for example, 0.34 means a 34% yield). (1) The reactants are Br[CH:2]([C:9](=[O:14])[C:10]([CH3:13])([CH3:12])[CH3:11])[C:3](=O)[C:4]([CH3:7])([CH3:6])[CH3:5].[NH2:15][C:16]([NH2:18])=[S:17].C(=O)([O-])O.[Na+]. The catalyst is C(O)C. The product is [NH2:18][C:16]1[S:17][C:2]([C:9](=[O:14])[C:10]([CH3:13])([CH3:12])[CH3:11])=[C:3]([C:4]([CH3:7])([CH3:6])[CH3:5])[N:15]=1. The yield is 0.945. (2) The reactants are [CH3:1][N:2]([C:11]1[CH:12]=[CH:13][C:14]([CH3:27])=[C:15]2[C:19]=1[NH:18][C:17]([C:20]1[S:21][C:22]([CH2:25]Cl)=[CH:23][N:24]=1)=[CH:16]2)[S:3]([C:6]1[S:7][CH:8]=[CH:9][CH:10]=1)(=[O:5])=[O:4].[C:28]([N:31]1[CH2:36][CH2:35][NH:34][CH2:33][CH2:32]1)(=[O:30])[CH3:29].[C:37](=O)([O-])[O-].[K+].[K+].O. The catalyst is CN(C)C=O. The product is [C:28]([N:31]1[CH2:36][CH2:35][N:34]([CH2:25][C:22]2[S:21][C:20]([C:17]3[NH:18][C:19]4[C:15]([CH:16]=3)=[C:14]([CH3:27])[CH:13]=[CH:12][C:11]=4[N:2]([CH2:1][CH3:37])[S:3]([C:6]3[S:7][CH:8]=[CH:9][CH:10]=3)(=[O:5])=[O:4])=[N:24][CH:23]=2)[CH2:33][CH2:32]1)(=[O:30])[CH3:29]. The yield is 0.470. (3) The reactants are [Cl:1][C:2]1[CH:10]=[C:6]([C:7]([OH:9])=O)[C:5]([OH:11])=[CH:4][CH:3]=1.[N+:12]([C:15]1[CH:21]=[CH:20][C:18]([NH2:19])=[CH:17][C:16]=1[C:22]([F:25])([F:24])[F:23])([O-:14])=[O:13]. No catalyst specified. The product is [Cl:1][C:2]1[CH:3]=[CH:4][C:5]([OH:11])=[C:6]([CH:10]=1)[C:7]([NH:19][C:18]1[CH:20]=[CH:21][C:15]([N+:12]([O-:14])=[O:13])=[C:16]([C:22]([F:23])([F:24])[F:25])[CH:17]=1)=[O:9]. The yield is 0.448. (4) The reactants are Br[C:2]1[C:7]([N:8]([CH2:23][O:24][CH3:25])[S:9]([C:12]2[CH:17]=[CH:16][C:15]([Cl:18])=[C:14]([C:19]([F:22])([F:21])[F:20])[CH:13]=2)(=[O:11])=[O:10])=[CH:6][C:5]([Cl:26])=[CH:4][N:3]=1.C([Mg]Cl)(C)C.[CH3:32][O:33][C:34]1[N:45]=[CH:44][CH:43]=[CH:42][C:35]=1[C:36](N(OC)C)=[O:37]. The catalyst is C1COCC1. The product is [Cl:18][C:15]1[CH:16]=[CH:17][C:12]([S:9]([N:8]([C:7]2[C:2]([C:36]([C:35]3[C:34]([O:33][CH3:32])=[N:45][CH:44]=[CH:43][CH:42]=3)=[O:37])=[N:3][CH:4]=[C:5]([Cl:26])[CH:6]=2)[CH2:23][O:24][CH3:25])(=[O:11])=[O:10])=[CH:13][C:14]=1[C:19]([F:22])([F:21])[F:20]. The yield is 0.292. (5) No catalyst specified. The product is [C:22]([O:42][CH3:43])(=[O:41])[CH2:23][CH2:24][CH2:25][CH2:26][CH2:27][CH2:28][CH2:29][CH2:30][CH:31]=[CH2:32]. The yield is 1.00. The reactants are C(O)(=O)CCCCCCC/C=C\C[C@@H](CCCCCC)O.[C:22]([O:42][CH3:43])(=[O:41])[CH2:23][CH2:24][CH2:25][CH2:26][CH2:27][CH2:28][CH2:29]/[CH:30]=[CH:31]\[CH2:32][C@@H](CCCCCC)O. (6) The reactants are [NH2:1][C:2]1[CH:10]=[CH:9][C:8]([F:11])=[CH:7][C:3]=1[C:4](O)=O.C(O)(=O)[C:13]1[C:14](=[CH:16]C=CC=1)[NH2:15].[CH:22]([CH:25]1[CH2:30][C:29](=O)[CH2:28][C:27](=[O:32])[CH2:26]1)([CH3:24])[CH3:23].CC1(C)CC(=O)CC(=O)C1. The catalyst is C1(C)C=CC=CC=1. The product is [F:11][C:8]1[CH:9]=[CH:10][C:2]2[NH:1][C:13]3[C:14]([CH3:16])=[N:15][C:29]4[CH2:30][CH:25]([CH:22]([CH3:23])[CH3:24])[CH2:26][C:27](=[O:32])[C:28]=4[C:4]=3[C:3]=2[CH:7]=1. The yield is 0.580. (7) The yield is 0.200. The reactants are Cl[C:2]1[N:7]=[CH:6][C:5]([S:8]([NH:11][CH2:12][CH2:13][O:14][C:15]2[CH:24]=[C:23]3[C:18]([CH2:19][CH2:20][N:21]=[C:22]3[C:25]3([C:29]4[CH:34]=[CH:33][C:32]([Cl:35])=[CH:31][CH:30]=4)[CH2:28][CH2:27][CH2:26]3)=[CH:17][CH:16]=2)(=[O:10])=[O:9])=[CH:4][CH:3]=1.[CH2:36]([NH2:43])[C:37]1[CH:42]=[CH:41][CH:40]=[CH:39][CH:38]=1. The catalyst is C(O)C. The product is [CH2:36]([NH:43][C:2]1[N:7]=[CH:6][C:5]([S:8]([NH:11][CH2:12][CH2:13][O:14][C:15]2[CH:24]=[C:23]3[C:18]([CH2:19][CH2:20][N:21]=[C:22]3[C:25]3([C:29]4[CH:34]=[CH:33][C:32]([Cl:35])=[CH:31][CH:30]=4)[CH2:26][CH2:27][CH2:28]3)=[CH:17][CH:16]=2)(=[O:10])=[O:9])=[CH:4][CH:3]=1)[C:37]1[CH:42]=[CH:41][CH:40]=[CH:39][CH:38]=1. (8) The reactants are S(=O)(=O)(O)[OH:2].ON=[CH:8][C:9]([NH:11][C:12]1[CH:17]=[CH:16][CH:15]=[CH:14][C:13]=1[CH:18]([CH3:20])[CH3:19])=[O:10]. No catalyst specified. The product is [CH:18]([C:13]1[CH:14]=[CH:15][CH:16]=[C:17]2[C:12]=1[NH:11][C:9](=[O:10])[C:8]2=[O:2])([CH3:20])[CH3:19]. The yield is 0.840. (9) The reactants are [Br:1][C:2]1[CH:7]=[CH:6][C:5]([S:8]([N:11]2[CH2:18][CH2:17][C:14]3([O:16][CH2:15]3)[CH2:13][CH2:12]2)(=[O:10])=[O:9])=[CH:4][CH:3]=1.[CH3:19][O:20][CH2:21][CH2:22][NH2:23].[Al]. The catalyst is C(O)C. The product is [Br:1][C:2]1[CH:7]=[CH:6][C:5]([S:8]([N:11]2[CH2:18][CH2:17][C:14]([CH2:15][NH:23][CH2:22][CH2:21][O:20][CH3:19])([OH:16])[CH2:13][CH2:12]2)(=[O:10])=[O:9])=[CH:4][CH:3]=1. The yield is 0.950.